Predict the reactants needed to synthesize the given product. From a dataset of Full USPTO retrosynthesis dataset with 1.9M reactions from patents (1976-2016). (1) Given the product [F:38][C:2]([F:39])([F:1])[C:3]1[CH:4]=[CH:5][C:6](/[CH:9]=[CH:10]/[C:11]2[O:12][CH:13]=[C:14]([CH2:16][O:17][C:18]3[CH:23]=[CH:22][C:21]([CH2:24][CH2:25][CH2:26][CH2:27][N:28]4[CH:32]=[CH:31][N:30]=[C:29]4[CH2:33][CH2:34][C:35]([N:40]4[CH2:44][CH2:43][CH2:42][CH2:41]4)=[O:36])=[CH:20][CH:19]=3)[N:15]=2)=[CH:7][CH:8]=1, predict the reactants needed to synthesize it. The reactants are: [F:1][C:2]([F:39])([F:38])[C:3]1[CH:8]=[CH:7][C:6](/[CH:9]=[CH:10]/[C:11]2[O:12][CH:13]=[C:14]([CH2:16][O:17][C:18]3[CH:23]=[CH:22][C:21]([CH2:24][CH2:25][CH2:26][CH2:27][N:28]4[CH:32]=[CH:31][N:30]=[C:29]4[CH2:33][CH2:34][C:35](O)=[O:36])=[CH:20][CH:19]=3)[N:15]=2)=[CH:5][CH:4]=1.[NH:40]1[CH2:44][CH2:43][CH2:42][CH2:41]1.P(C#N)(OCC)(OCC)=O. (2) Given the product [CH:17]1([C:14]2[CH:13]=[CH:12][C:11]([CH:10]([NH:23][C:24]([NH:26][C:27]3[CH:32]=[CH:31][C:30]([S:33][C:34]([F:37])([F:35])[F:36])=[CH:29][CH:28]=3)=[O:25])[C:7]3[CH:8]=[CH:9][C:4]([C:3]([OH:38])=[O:2])=[CH:5][CH:6]=3)=[CH:16][CH:15]=2)[CH2:22][CH2:21][CH2:20][CH2:19][CH2:18]1, predict the reactants needed to synthesize it. The reactants are: C[O:2][C:3](=[O:38])[C:4]1[CH:9]=[CH:8][C:7]([CH:10]([NH:23][C:24]([NH:26][C:27]2[CH:32]=[CH:31][C:30]([S:33][C:34]([F:37])([F:36])[F:35])=[CH:29][CH:28]=2)=[O:25])[C:11]2[CH:16]=[CH:15][C:14]([CH:17]3[CH2:22][CH2:21][CH2:20][CH2:19][CH2:18]3)=[CH:13][CH:12]=2)=[CH:6][CH:5]=1.[OH-].[Na+]. (3) Given the product [O:12]1[CH2:13][CH2:14][CH2:15][CH2:16][CH:11]1[N:6]1[C:7]2[C:3](=[C:2]([B:21]3[O:25][C:24]([CH3:27])([CH3:26])[C:23]([CH3:29])([CH3:28])[O:22]3)[CH:10]=[CH:9][CH:8]=2)[CH:4]=[N:5]1, predict the reactants needed to synthesize it. The reactants are: Cl[C:2]1[CH:10]=[CH:9][CH:8]=[C:7]2[C:3]=1[CH:4]=[N:5][N:6]2[CH:11]1[CH2:16][CH2:15][CH2:14][CH2:13][O:12]1.CS(C)=O.[B:21]1([B:21]2[O:25][C:24]([CH3:27])([CH3:26])[C:23]([CH3:29])([CH3:28])[O:22]2)[O:25][C:24]([CH3:27])([CH3:26])[C:23]([CH3:29])([CH3:28])[O:22]1.C([O-])(=O)C.[K+]. (4) Given the product [Cl:14][C:5]1[C:6]([NH:8][CH:9]([CH3:13])[CH2:10][O:11][CH3:12])=[CH:17][CH:18]=[C:19]([S:22]([N:25]([CH3:27])[CH3:26])(=[O:24])=[O:23])[CH:4]=1, predict the reactants needed to synthesize it. The reactants are: ClC1N=[C:6]([NH:8][CH:9]([CH3:13])[CH2:10][O:11][CH3:12])[C:5]([Cl:14])=[CH:4]N=1.NC1C=C[C:19]([S:22]([N:25]([CH3:27])[CH3:26])(=[O:24])=[O:23])=[CH:18][CH:17]=1.C1(C)C=CC(S(O)(=O)=O)=CC=1.